Dataset: Full USPTO retrosynthesis dataset with 1.9M reactions from patents (1976-2016). Task: Predict the reactants needed to synthesize the given product. (1) Given the product [CH3:30][O:29][C:26]1[N:27]=[N:28][C:23]([C:19]2[CH:20]=[C:21]([CH3:22])[C:16]([OH:15])=[C:17]([CH3:35])[CH:18]=2)=[CH:24][C:25]=1[C:31]1[NH:4][C:3]2[C:2]([C:32]=1[CH3:33])=[CH:8][CH:7]=[CH:6][CH:5]=2, predict the reactants needed to synthesize it. The reactants are: Cl[C:2]1[CH:8]=[CH:7][CH:6]=[CH:5][C:3]=1[NH2:4].S([O-])([O-])(=O)=O.[Mg+2].[OH:15][C:16]1[C:21]([CH3:22])=[CH:20][C:19]([C:23]2[N:28]=[N:27][C:26]([O:29][CH3:30])=[C:25]([C:31](=O)[CH2:32][CH3:33])[CH:24]=2)=[CH:18][C:17]=1[CH3:35].C(O)(=O)C. (2) Given the product [Cl:26][C:27]1[CH:28]=[C:29]([CH:32]=[CH:33][CH:34]=1)[CH2:30][NH:31][C:5]1[N:10]=[C:9]([C:11]2[C:19]3[C:14](=[N:15][C:16]([NH:20][CH2:21][CH2:22][N:23]([CH3:25])[CH3:24])=[N:17][CH:18]=3)[NH:13][N:12]=2)[CH:8]=[CH:7][N:6]=1, predict the reactants needed to synthesize it. The reactants are: CS([C:5]1[N:10]=[C:9]([C:11]2[C:19]3[C:14](=[N:15][C:16]([NH:20][CH2:21][CH2:22][N:23]([CH3:25])[CH3:24])=[N:17][CH:18]=3)[NH:13][N:12]=2)[CH:8]=[CH:7][N:6]=1)(=O)=O.[Cl:26][C:27]1[CH:28]=[C:29]([CH:32]=[CH:33][CH:34]=1)[CH2:30][NH2:31].